From a dataset of Reaction yield outcomes from USPTO patents with 853,638 reactions. Predict the reaction yield, written as a fraction of the theoretical maximum amount of product (1.0 means a 100% yield; for example, 0.34 means a 34% yield). (1) The reactants are [H-].[Na+].[Cl:3][C:4]1[CH:9]=[CH:8][C:7]([SH:10])=[CH:6][CH:5]=1.Br[C:12]1[S:16][C:15]([CH:17]=[O:18])=[CH:14][CH:13]=1. The catalyst is C1COCC1. The product is [Cl:3][C:4]1[CH:9]=[CH:8][C:7]([S:10][C:12]2[S:16][C:15]([CH:17]=[O:18])=[CH:14][CH:13]=2)=[CH:6][CH:5]=1. The yield is 0.980. (2) The reactants are [C:1]([CH2:4][C:5]1[C:13]([Cl:14])=[CH:12][CH:11]=[CH:10][C:6]=1[C:7]([OH:9])=O)([OH:3])=O.[CH3:15][C:16]1[CH:23]=[C:22]([CH3:24])[CH:21]=[CH:20][C:17]=1[CH2:18][NH2:19].CC(C)=O.CO. The catalyst is C(Cl)Cl. The product is [Cl:14][C:13]1[CH:12]=[CH:11][CH:10]=[C:6]2[C:5]=1[CH2:4][C:1](=[O:3])[N:19]([CH2:18][C:17]1[CH:20]=[CH:21][C:22]([CH3:24])=[CH:23][C:16]=1[CH3:15])[C:7]2=[O:9]. The yield is 0.730. (3) The reactants are [C:1]1([C:8]2[CH:13]=[CH:12][CH:11]=[CH:10][CH:9]=2)[CH:6]=[CH:5][CH:4]=[C:3]([OH:7])[CH:2]=1.[Br:14][CH2:15][CH2:16][CH2:17]Br.C([O-])([O-])=O.[Cs+].[Cs+]. The catalyst is C(#N)C. The product is [Br:14][CH2:15][CH2:16][CH2:17][O:7][C:3]1[CH:2]=[C:1]([C:8]2[CH:9]=[CH:10][CH:11]=[CH:12][CH:13]=2)[CH:6]=[CH:5][CH:4]=1. The yield is 0.578. (4) The reactants are [CH2:1]([CH:3]1[O:5][CH2:4]1)Br.C(=O)([O-])[O-].[K+].[K+].[OH:12][C:13]1[C:17]([OH:18])=[C:16]([C:19]([O:21][CH2:22][CH3:23])=[O:20])[S:15][C:14]=1[C:24]([O:26][CH2:27][CH3:28])=[O:25].C=CC. The catalyst is O.C(O)C.CCCCCC.C(OCC)(=O)C. The product is [OH:5][CH2:4][CH:3]1[O:18][C:17]2=[C:16]([C:19]([O:21][CH2:22][CH3:23])=[O:20])[S:15][C:14]([C:24]([O:26][CH2:27][CH3:28])=[O:25])=[C:13]2[O:12][CH2:1]1. The yield is 0.550. (5) The reactants are [C:1]1([C:7]2[C:20]3[C:15](=[CH:16][CH:17]=[CH:18][CH:19]=3)[C:14](B(O)O)=[C:13]3[C:8]=2[CH:9]=[CH:10][CH:11]=[CH:12]3)[CH:6]=[CH:5][CH:4]=[CH:3][CH:2]=1.[Br:24][C:25]1[CH:30]=[CH:29][C:28](Br)=[CH:27][CH:26]=1.C(=O)([O-])[O-].[Na+].[Na+]. The catalyst is C1(C)C=CC=CC=1.C(O)C. The product is [C:1]1([C:7]2[C:20]3[C:15]([C:14]([C:28]4[CH:29]=[CH:30][C:25]([Br:24])=[CH:26][CH:27]=4)=[C:13]4[C:8]=2[CH:9]=[CH:10][CH:11]=[CH:12]4)=[CH:16][CH:17]=[CH:18][CH:19]=3)[CH:6]=[CH:5][CH:4]=[CH:3][CH:2]=1. The yield is 0.438. (6) The reactants are [CH3:1][C:2]1[NH:6][N:5]([C:7]2[CH:12]=[CH:11][C:10]([N+:13]([O-])=O)=[CH:9][N:8]=2)[C:4](=[O:16])[CH:3]=1.C(O)(=O)C. The catalyst is CO.[Pd]. The product is [NH2:13][C:10]1[CH:11]=[CH:12][C:7]([N:5]2[C:4](=[O:16])[CH:3]=[C:2]([CH3:1])[NH:6]2)=[N:8][CH:9]=1. The yield is 0.890. (7) The reactants are [N:1]1[C:10]2[C:5](=[CH:6][CH:7]=[CH:8][CH:9]=2)[CH:4]=[CH:3][C:2]=1[N:11]1[CH2:14][CH:13]([O:15][C:16]2[N:17]=[N:18][CH:19]=[CH:20][C:21]=2[N:22]2[CH2:27][CH2:26][CH:25]([C:28](=[O:30])[CH3:29])[CH2:24][CH2:23]2)[CH2:12]1.[BH4-].[BH4-].[BH4-].[BH4-].[Na+].[Na+].[Na+].[Na+].[Cl-].[NH4+]. The catalyst is CO. The product is [N:1]1[C:10]2[C:5](=[CH:6][CH:7]=[CH:8][CH:9]=2)[CH:4]=[CH:3][C:2]=1[N:11]1[CH2:12][CH:13]([O:15][C:16]2[N:17]=[N:18][CH:19]=[CH:20][C:21]=2[N:22]2[CH2:23][CH2:24][CH:25]([CH:28]([OH:30])[CH3:29])[CH2:26][CH2:27]2)[CH2:14]1. The yield is 0.750. (8) The reactants are [F:1][CH:2]([F:20])[C:3]1[CH:8]=[CH:7][C:6]([C:9]([F:19])([F:18])[CH2:10][N:11]2[CH2:16][CH2:15][CH:14]([NH2:17])[CH2:13][CH2:12]2)=[CH:5][CH:4]=1.Cl[C:22]1[C:23]2[CH:30]=[CH:29][NH:28][C:24]=2[N:25]=[CH:26][N:27]=1.CCN(C(C)C)C(C)C. The catalyst is C(O)CCC. The product is [F:20][CH:2]([F:1])[C:3]1[CH:8]=[CH:7][C:6]([C:9]([F:19])([F:18])[CH2:10][N:11]2[CH2:12][CH2:13][CH:14]([NH:17][C:22]3[C:23]4[CH:30]=[CH:29][NH:28][C:24]=4[N:25]=[CH:26][N:27]=3)[CH2:15][CH2:16]2)=[CH:5][CH:4]=1. The yield is 0.790.